Task: Predict the reactants needed to synthesize the given product.. Dataset: Full USPTO retrosynthesis dataset with 1.9M reactions from patents (1976-2016) (1) Given the product [CH3:18][C@H:19]1[NH:20][C@@H:21]([CH3:25])[CH2:22][N:23]([C:2]2[N:7]=[N:6][C:5]([C:8]([F:11])([F:10])[F:9])=[C:4]([C:12]3[CH:17]=[CH:16][CH:15]=[CH:14][CH:13]=3)[CH:3]=2)[CH2:24]1, predict the reactants needed to synthesize it. The reactants are: Cl[C:2]1[N:7]=[N:6][C:5]([C:8]([F:11])([F:10])[F:9])=[C:4]([C:12]2[CH:17]=[CH:16][CH:15]=[CH:14][CH:13]=2)[CH:3]=1.[CH3:18][C@H:19]1[CH2:24][NH:23][CH2:22][C@@H:21]([CH3:25])[NH:20]1.C(N(C(C)C)CC)(C)C.Cl. (2) Given the product [C:1]([O:5][C:6](=[O:15])[NH:7][CH2:8][C@@H:9]1[CH2:13][CH2:12][CH2:11][C@@H:10]1[O:14][CH3:18])([CH3:4])([CH3:2])[CH3:3], predict the reactants needed to synthesize it. The reactants are: [C:1]([O:5][C:6](=[O:15])[NH:7][CH2:8][C@@H:9]1[CH2:13][CH2:12][CH2:11][C@@H:10]1[OH:14])([CH3:4])([CH3:3])[CH3:2].[H-].[Na+].[CH3:18]I.O. (3) Given the product [C:16]([O:20][C:21]([N:23]1[CH2:28][CH2:27][CH:26]([CH2:29][CH2:30][N:13]2[CH2:14][CH2:15][N:10]([C:4]3[CH:5]=[CH:6][C:7]([S:8][CH3:9])=[C:2]([F:1])[CH:3]=3)[CH2:11][CH2:12]2)[CH2:25][CH2:24]1)=[O:22])([CH3:19])([CH3:18])[CH3:17], predict the reactants needed to synthesize it. The reactants are: [F:1][C:2]1[CH:3]=[C:4]([N:10]2[CH2:15][CH2:14][NH:13][CH2:12][CH2:11]2)[CH:5]=[CH:6][C:7]=1[S:8][CH3:9].[C:16]([O:20][C:21]([N:23]1[CH2:28][CH2:27][CH:26]([CH2:29][CH:30]=O)[CH2:25][CH2:24]1)=[O:22])([CH3:19])([CH3:18])[CH3:17].[BH4-].[Na+]. (4) Given the product [O:35]=[C:33]1[N:9]([CH:10]2[CH2:15][CH2:14][N:13]([C:16]([O:18][C:19]([CH3:22])([CH3:21])[CH3:20])=[O:17])[CH2:12][CH2:11]2)[C@@H:4]2[C@H:3]([CH2:8][CH2:7][CH2:6][CH2:5]2)[CH2:2][O:1]1, predict the reactants needed to synthesize it. The reactants are: [OH:1][CH2:2][C@H:3]1[CH2:8][CH2:7][CH2:6][CH2:5][C@@H:4]1[NH:9][CH:10]1[CH2:15][CH2:14][N:13]([C:16]([O:18][C:19]([CH3:22])([CH3:21])[CH3:20])=[O:17])[CH2:12][CH2:11]1.C(N(C(C)C)CC)(C)C.Cl[C:33](Cl)([O:35]C(=O)OC(Cl)(Cl)Cl)Cl. (5) The reactants are: Br[C:2]1[CH:7]=[CH:6][C:5]([Br:8])=[CH:4][N:3]=1.[H-].[Na+].[OH:11][C:12]1[CH:17]=[CH:16][O:15][CH2:14][CH:13]=1. Given the product [Br:8][C:5]1[CH:6]=[CH:7][C:2]([O:11][CH:12]2[CH2:17][CH2:16][O:15][CH2:14][CH2:13]2)=[N:3][CH:4]=1, predict the reactants needed to synthesize it. (6) Given the product [OH:12][C:13]1[CH:18]=[CH:17][C:16]([C:19]2[CH:20]=[C:21]3[C:25](=[CH:26][CH:27]=2)[C:24](=[O:28])[CH2:23][CH2:22]3)=[C:15]([NH:29][C:30]2[CH:35]=[CH:34][C:33]([O:36][CH2:37][CH2:38][N:39]3[CH2:44][CH2:43][CH2:42][CH2:41][CH2:40]3)=[CH:32][CH:31]=2)[CH:14]=1, predict the reactants needed to synthesize it. The reactants are: C(Cl)(=O)C(Cl)=O.CS(C)=O.C[O:12][C:13]1[CH:18]=[CH:17][C:16]([C:19]2[CH:20]=[C:21]3[C:25](=[CH:26][CH:27]=2)[CH:24]([OH:28])[CH2:23][CH2:22]3)=[C:15]([NH:29][C:30]2[CH:35]=[CH:34][C:33]([O:36][CH2:37][CH2:38][N:39]3[CH2:44][CH2:43][CH2:42][CH2:41][CH2:40]3)=[CH:32][CH:31]=2)[CH:14]=1.C(N(CC)CC)C.